Dataset: Catalyst prediction with 721,799 reactions and 888 catalyst types from USPTO. Task: Predict which catalyst facilitates the given reaction. Reactant: [C:1]1(=[O:7])[CH2:6][CH2:5][CH2:4][CH2:3][CH2:2]1.[Li+].C[Si]([N-][Si](C)(C)C)(C)C.[C:18](Cl)(=[O:22])[CH:19]([CH3:21])[CH3:20]. Product: [C:18]([CH:2]1[CH2:3][CH2:4][CH2:5][CH2:6][C:1]1=[O:7])(=[O:22])[CH:19]([CH3:21])[CH3:20]. The catalyst class is: 11.